From a dataset of Catalyst prediction with 721,799 reactions and 888 catalyst types from USPTO. Predict which catalyst facilitates the given reaction. (1) Reactant: [H-].[Na+].[C:3]([C:5]1[CH:10]=[CH:9][C:8]([C:11]2[C:12]([C:18]#[N:19])=[C:13]([CH3:17])[NH:14][C:15]=2[CH3:16])=[CH:7][CH:6]=1)#[N:4].Br[CH2:21][C:22]1[CH:23]=[N:24][C:25]([Cl:33])=[C:26]([CH:32]=1)[C:27]([O:29][CH2:30][CH3:31])=[O:28].[Cl-].[Na+]. Product: [Cl:33][C:25]1[N:24]=[CH:23][C:22]([CH2:21][N:14]2[C:15]([CH3:16])=[C:11]([C:8]3[CH:7]=[CH:6][C:5]([C:3]#[N:4])=[CH:10][CH:9]=3)[C:12]([C:18]#[N:19])=[C:13]2[CH3:17])=[CH:32][C:26]=1[C:27]([O:29][CH2:30][CH3:31])=[O:28]. The catalyst class is: 3. (2) Reactant: O=C1C2C(=CC=CC=2)C(=O)[N:3]1[CH2:12][CH2:13][N:14]1[C:18]([CH3:19])=[C:17]([C:20]([NH:22][C:23]2[CH:28]=[CH:27][C:26]([O:29][C:30]3[C:39]4[C:34](=[CH:35][C:36]([O:40][CH3:41])=[CH:37][CH:38]=4)[N:33]=[CH:32][CH:31]=3)=[C:25]([F:42])[CH:24]=2)=[O:21])[C:16](=[O:43])[N:15]1[C:44]1[CH:49]=[CH:48][CH:47]=[CH:46][CH:45]=1.O.CCO.NN.C([O-])(O)=O.[Na+]. Product: [NH2:3][CH2:12][CH2:13][N:14]1[C:18]([CH3:19])=[C:17]([C:20]([NH:22][C:23]2[CH:28]=[CH:27][C:26]([O:29][C:30]3[C:39]4[C:34](=[CH:35][C:36]([O:40][CH3:41])=[CH:37][CH:38]=4)[N:33]=[CH:32][CH:31]=3)=[C:25]([F:42])[CH:24]=2)=[O:21])[C:16](=[O:43])[N:15]1[C:44]1[CH:45]=[CH:46][CH:47]=[CH:48][CH:49]=1. The catalyst class is: 25. (3) Reactant: [CH3:1][C:2]1[S:3][C:4]2[C:10](=O)[CH2:9][CH2:8][CH2:7][C:5]=2[N:6]=1.CC1C=CC(S([CH2:22][N+:23]#[C-])(=O)=O)=CC=1.C(O)C.CC([O-])(C)C.[K+]. Product: [CH3:1][C:2]1[S:3][C:4]2[CH:10]([C:22]#[N:23])[CH2:9][CH2:8][CH2:7][C:5]=2[N:6]=1. The catalyst class is: 57.